Dataset: Full USPTO retrosynthesis dataset with 1.9M reactions from patents (1976-2016). Task: Predict the reactants needed to synthesize the given product. (1) Given the product [Cl:18][C:15]1[CH:14]=[CH:13][C:12]([C:6]2[N:7]([CH3:11])[C:8]3[C:4]([C:5]=2[CH2:19][CH2:20][C:21]([N:23]2[CH2:24][CH2:25][C:26]([CH2:30][C:31]4[CH:32]=[CH:33][CH:34]=[CH:35][CH:36]=4)([OH:29])[CH2:27][CH2:28]2)=[O:22])=[CH:3][C:2]([N:37]2[CH2:42][CH2:41][O:40][CH2:39][CH2:38]2)=[CH:10][CH:9]=3)=[CH:17][CH:16]=1, predict the reactants needed to synthesize it. The reactants are: Br[C:2]1[CH:3]=[C:4]2[C:8](=[CH:9][CH:10]=1)[N:7]([CH3:11])[C:6]([C:12]1[CH:17]=[CH:16][C:15]([Cl:18])=[CH:14][CH:13]=1)=[C:5]2[CH2:19][CH2:20][C:21]([N:23]1[CH2:28][CH2:27][C:26]([CH2:30][C:31]2[CH:36]=[CH:35][CH:34]=[CH:33][CH:32]=2)([OH:29])[CH2:25][CH2:24]1)=[O:22].[NH:37]1[CH2:42][CH2:41][O:40][CH2:39][CH2:38]1.CC(C)([O-])C.[Na+]. (2) Given the product [C:12]([O:16][C:17](=[O:36])[NH:18][CH:19]1[CH2:20][CH2:21][N:22]([S:25]([C:28]2[CH:33]=[CH:32][C:31]([NH:34][C:9](=[O:10])[CH2:8][CH2:7][C:1]3[CH:6]=[CH:5][CH:4]=[CH:3][CH:2]=3)=[C:30]([Cl:35])[CH:29]=2)(=[O:27])=[O:26])[CH2:23][CH2:24]1)([CH3:15])([CH3:13])[CH3:14], predict the reactants needed to synthesize it. The reactants are: [C:1]1([CH2:7][CH2:8][C:9](Cl)=[O:10])[CH:6]=[CH:5][CH:4]=[CH:3][CH:2]=1.[C:12]([O:16][C:17](=[O:36])[NH:18][CH:19]1[CH2:24][CH2:23][N:22]([S:25]([C:28]2[CH:33]=[CH:32][C:31]([NH2:34])=[C:30]([Cl:35])[CH:29]=2)(=[O:27])=[O:26])[CH2:21][CH2:20]1)([CH3:15])([CH3:14])[CH3:13]. (3) Given the product [Cl:1][C:2]1[CH:3]=[C:4]([C:12]2[O:14][N:37]=[C:38]([C:39]3[CH:44]=[CH:43][N:42]=[C:41]4[N:45]([CH2:48][CH2:49][C:50]([O:52][CH2:53][CH3:54])=[O:51])[CH:46]=[CH:47][C:40]=34)[N:55]=2)[CH:5]=[N:6][C:7]=1[O:8][CH:9]([CH3:10])[CH3:11], predict the reactants needed to synthesize it. The reactants are: [Cl:1][C:2]1[CH:3]=[C:4]([C:12]([OH:14])=O)[CH:5]=[N:6][C:7]=1[O:8][CH:9]([CH3:11])[CH3:10].C1C=CC2N(O)N=NC=2C=1.CCN=C=NCCCN(C)C.O[NH:37]/[C:38](=[N:55]\[H])/[C:39]1[CH:44]=[CH:43][N:42]=[C:41]2[N:45]([CH2:48][CH2:49][C:50]([O:52][CH2:53][CH3:54])=[O:51])[CH:46]=[CH:47][C:40]=12.CCCC[N+](CCCC)(CCCC)CCCC.[F-]. (4) Given the product [NH2:41][CH2:40][C:37]1[CH:38]=[C:39]2[C:34]([CH2:33][CH2:32][N:31]2[C:12]([C@H:11]([NH:15][C:16]([N:18]2[CH2:19][CH2:20][CH:21]([C:24]3[CH:29]=[CH:28][CH:27]=[CH:26][CH:25]=3)[CH2:22][CH2:23]2)=[O:17])[C@H:10]([C:3]2[C:4]3[C:9](=[CH:8][CH:7]=[CH:6][CH:5]=3)[NH:1][CH:2]=2)[CH3:30])=[O:14])=[CH:35][CH:36]=1, predict the reactants needed to synthesize it. The reactants are: [NH:1]1[C:9]2[C:4](=[CH:5][CH:6]=[CH:7][CH:8]=2)[C:3]([C@H:10]([CH3:30])[C@@H:11]([NH:15][C:16]([N:18]2[CH2:23][CH2:22][CH:21]([C:24]3[CH:29]=[CH:28][CH:27]=[CH:26][CH:25]=3)[CH2:20][CH2:19]2)=[O:17])[C:12]([OH:14])=O)=[CH:2]1.[NH:31]1[C:39]2[C:34](=[CH:35][CH:36]=[C:37]([CH2:40][NH:41]C(=O)C(F)(F)F)[CH:38]=2)[CH2:33][CH2:32]1.F[P-](F)(F)(F)(F)F.N1(OC(N(C)C)=[N+](C)C)C2N=CC=CC=2N=N1.C(N(CC)C(C)C)(C)C.Cl. (5) Given the product [CH2:18]([O:20][C:21]([C:23]1([CH2:26][O:15][C:12]2[CH:13]=[CH:14][C:9]([O:8][CH2:1][C:2]3[CH:3]=[CH:4][CH:5]=[CH:6][CH:7]=3)=[C:10]([CH3:17])[C:11]=2[CH3:16])[CH2:25][CH2:24]1)=[O:22])[CH3:19], predict the reactants needed to synthesize it. The reactants are: [CH2:1]([O:8][C:9]1[CH:14]=[CH:13][C:12]([OH:15])=[C:11]([CH3:16])[C:10]=1[CH3:17])[C:2]1[CH:7]=[CH:6][CH:5]=[CH:4][CH:3]=1.[CH2:18]([O:20][C:21]([C:23]1([CH2:26]OS(C)(=O)=O)[CH2:25][CH2:24]1)=[O:22])[CH3:19].C(=O)([O-])[O-].[Cs+].[Cs+].